From a dataset of Forward reaction prediction with 1.9M reactions from USPTO patents (1976-2016). Predict the product of the given reaction. (1) Given the reactants [Cl:1][C:2]1[CH:7]=[CH:6][C:5]([CH2:8][C:9]#[N:10])=[C:4]([F:11])[CH:3]=1.[F:12][C:13]1[CH:14]=[C:15]([CH:18]=[CH:19][CH:20]=1)[CH:16]=O.C[O-].[Na+], predict the reaction product. The product is: [Cl:1][C:2]1[CH:7]=[CH:6][C:5](/[C:8](=[CH:16]/[C:15]2[CH:18]=[CH:19][CH:20]=[C:13]([F:12])[CH:14]=2)/[C:9]#[N:10])=[C:4]([F:11])[CH:3]=1. (2) Given the reactants Cl[S:2]([N:5]=[C:6]=[O:7])(=[O:4])=[O:3].[NH2:8][C:9]1[CH:14]=[CH:13][C:12]([NH:15][S:16]([CH3:19])(=[O:18])=[O:17])=[CH:11][CH:10]=1.[Cl-].[Al+3].[Cl-].[Cl-], predict the reaction product. The product is: [O:3]=[S:2]1(=[O:4])[C:10]2[CH:11]=[C:12]([NH:15][S:16]([CH3:19])(=[O:18])=[O:17])[CH:13]=[CH:14][C:9]=2[NH:8][C:6](=[O:7])[NH:5]1. (3) Given the reactants [NH2:1][CH2:2][CH2:3][N:4]1[C:8]([C:9]2[CH:14]=[CH:13][C:12]([N:15]3[CH2:20][CH2:19][O:18][CH2:17][CH2:16]3)=[CH:11][CH:10]=2)=[CH:7][S:6][C:5]1=[N:21][C:22]1[CH:27]=[CH:26][CH:25]=[C:24]([F:28])[CH:23]=1.C([N:31]([CH2:34]C)CC)C.ClC(OC1C=CC([N+]([O-])=O)=CC=1)=[O:38].O.N, predict the reaction product. The product is: [F:28][C:24]1[CH:23]=[C:22]([N:21]=[C:5]2[N:4]([CH2:3][CH2:2][NH:1][C:34]([NH2:31])=[O:38])[C:8]([C:9]3[CH:14]=[CH:13][C:12]([N:15]4[CH2:20][CH2:19][O:18][CH2:17][CH2:16]4)=[CH:11][CH:10]=3)=[CH:7][S:6]2)[CH:27]=[CH:26][CH:25]=1. (4) Given the reactants Cl.[CH3:2][O:3][C:4]1[CH:5]=[C:6]([C:12]2[C@@H:21]3[C@@H:16]([CH2:17][CH2:18][CH2:19][CH2:20]3)[C:15](=[O:22])[N:14]([CH:23]3[CH2:28][CH2:27][NH:26][CH2:25][CH2:24]3)[N:13]=2)[CH:7]=[CH:8][C:9]=1[O:10][CH3:11].[C:29]([O:33][C:34]([NH:36][C@@H:37]([CH:41]1[CH2:46][CH2:45][CH2:44][CH2:43][CH2:42]1)[C:38](O)=[O:39])=[O:35])([CH3:32])([CH3:31])[CH3:30].CN(C(ON1N=NC2C=CC=CC1=2)=[N+](C)C)C.F[P-](F)(F)(F)(F)F.CCN(C(C)C)C(C)C, predict the reaction product. The product is: [CH:41]1([C@H:37]([NH:36][C:34](=[O:35])[O:33][C:29]([CH3:31])([CH3:30])[CH3:32])[C:38]([N:26]2[CH2:25][CH2:24][CH:23]([N:14]3[N:13]=[C:12]([C:6]4[CH:7]=[CH:8][C:9]([O:10][CH3:11])=[C:4]([O:3][CH3:2])[CH:5]=4)[C@@H:21]4[C@@H:16]([CH2:17][CH2:18][CH2:19][CH2:20]4)[C:15]3=[O:22])[CH2:28][CH2:27]2)=[O:39])[CH2:42][CH2:43][CH2:44][CH2:45][CH2:46]1. (5) Given the reactants C(O/[CH:4]=[CH:5]/[C:6](=O)[C:7]([F:10])([F:9])[F:8])C.O=[C:13]([CH3:20])[CH2:14][C:15]([O:17][CH2:18][CH3:19])=[O:16].C([O-])(=O)C.[NH4+:25].C(O)(=O)C, predict the reaction product. The product is: [CH3:20][C:13]1[N:25]=[C:6]([C:7]([F:8])([F:9])[F:10])[CH:5]=[CH:4][C:14]=1[C:15]([O:17][CH2:18][CH3:19])=[O:16].